Dataset: Reaction yield outcomes from USPTO patents with 853,638 reactions. Task: Predict the reaction yield, written as a fraction of the theoretical maximum amount of product (1.0 means a 100% yield; for example, 0.34 means a 34% yield). (1) The reactants are [NH2:1][C@H:2]1[CH2:10][O:9][CH2:8][C@H:7]([O:11][CH2:12][CH:13]([CH3:15])[CH3:14])[C@@H:6]([O:16][CH2:17][CH:18]([CH3:20])[CH3:19])[C@H:5]([CH3:21])[O:4][C:3]1=[O:22].[OH:23][C:24]1[C:25]([C:32](O)=[O:33])=[N:26][CH:27]=[CH:28][C:29]=1[O:30][CH3:31].CN(C(ON1N=NC2C=CC=NC1=2)=[N+](C)C)C.F[P-](F)(F)(F)(F)F.CN1CCOCC1. The catalyst is C(Cl)Cl. The product is [CH2:12]([O:11][C@@H:7]1[C@@H:6]([O:16][CH2:17][CH:18]([CH3:20])[CH3:19])[C@H:5]([CH3:21])[O:4][C:3](=[O:22])[C@@H:2]([NH:1][C:32](=[O:33])[C:25]2[C:24]([OH:23])=[C:29]([O:30][CH3:31])[CH:28]=[CH:27][N:26]=2)[CH2:10][O:9][CH2:8]1)[CH:13]([CH3:14])[CH3:15]. The yield is 0.700. (2) The reactants are [C:1]([O:5][C:6](/[C:8](=[CH:13]\[C:14]1[CH:19]=[CH:18][C:17]([Cl:20])=[C:16]([F:21])[CH:15]=1)/[C:9]([O:11][CH3:12])=[O:10])=[O:7])([CH3:4])([CH3:3])[CH3:2].CO. The catalyst is CCOC(C)=O. The product is [C:1]([O:5][C:6]([C@H:8]([CH2:13][C:14]1[CH:19]=[CH:18][C:17]([Cl:20])=[C:16]([F:21])[CH:15]=1)[C:9]([O:11][CH3:12])=[O:10])=[O:7])([CH3:4])([CH3:2])[CH3:3]. The yield is 0.944. (3) The reactants are [NH:1]1[C:9]2[C:4](=[CH:5][CH:6]=[C:7]([CH2:10][NH:11][CH3:12])[CH:8]=2)[CH:3]=[CH:2]1.Cl.Cl.[CH3:15][N:16]1[CH2:22][C:21]2[CH:23]=[C:24](/[CH:27]=[CH:28]/[C:29]([OH:31])=O)[CH:25]=[N:26][C:20]=2[NH:19][C:18](=[O:32])[CH2:17]1.C(N(C(C)C)CC)(C)C.CCN=C=NCCCN(C)C.Cl. The catalyst is CN(C=O)C.O. The product is [NH:1]1[C:9]2[C:4](=[CH:5][CH:6]=[C:7]([CH2:10][N:11]([CH3:12])[C:29](=[O:31])/[CH:28]=[CH:27]/[C:24]3[CH:25]=[N:26][C:20]4[NH:19][C:18](=[O:32])[CH2:17][N:16]([CH3:15])[CH2:22][C:21]=4[CH:23]=3)[CH:8]=2)[CH:3]=[CH:2]1. The yield is 0.370. (4) The reactants are Br[C:2]1[CH:7]=[C:6]([O:8][CH3:9])[CH:5]=[C:4]([O:10][CH3:11])[CH:3]=1.C([Li])CCC.[C:17](OCC)(=[O:23])[C:18]([O:20][CH2:21][CH3:22])=[O:19]. The catalyst is C1COCC1. The product is [CH3:11][O:10][C:4]1[CH:3]=[C:2]([C:17](=[O:23])[C:18]([O:20][CH2:21][CH3:22])=[O:19])[CH:7]=[C:6]([O:8][CH3:9])[CH:5]=1. The yield is 0.710. (5) The reactants are [CH3:1][O:2][C:3]1[CH:4]=[C:5]([NH2:15])[CH:6]=[C:7]([C:9]2[CH:14]=[CH:13][CH:12]=[CH:11][CH:10]=2)[CH:8]=1.[C:16]([N:24]=[C:25]=[S:26])(=[O:23])[C:17]1[CH:22]=[CH:21][CH:20]=[CH:19][CH:18]=1. The catalyst is CC(C)=O. The product is [C:16]([NH:24][C:25]([NH:15][C:5]1[CH:6]=[C:7]([C:9]2[CH:14]=[CH:13][CH:12]=[CH:11][CH:10]=2)[CH:8]=[C:3]([O:2][CH3:1])[CH:4]=1)=[S:26])(=[O:23])[C:17]1[CH:22]=[CH:21][CH:20]=[CH:19][CH:18]=1. The yield is 0.860. (6) The reactants are Br[C:2]([CH3:7])([CH3:6])[C:3](Br)=[O:4].[Al+3].[Cl-].[Cl-].[Cl-].[CH2:12]1[C:21]2[C:16](=[CH:17][CH:18]=[CH:19][CH:20]=2)[CH2:15][CH2:14][CH2:13]1. The catalyst is C(Cl)Cl. The product is [CH3:6][CH:2]1[C:3](=[O:4])[C:18]2=[CH:17][C:16]3[CH2:15][CH2:14][CH2:13][CH2:12][C:21]=3[CH:20]=[C:19]2[CH2:7]1. The yield is 0.310. (7) The reactants are [O:1]=[C:2]1[NH:11][C:10]2[N:9]=[C:8]([O:12][CH2:13][CH2:14][CH2:15][CH:16]=O)[CH:7]=[CH:6][C:5]=2[CH2:4][CH2:3]1.[CH2:18]1[C:26]2[C:21](=[C:22]([N:27]3[CH2:32][CH2:31][NH:30][CH2:29][CH2:28]3)[CH:23]=[CH:24][CH:25]=2)[CH2:20][O:19]1.[BH-](OC(C)=O)(OC(C)=O)OC(C)=O.[Na+]. The catalyst is ClC(Cl)C.CCOC(C)=O. The product is [CH2:18]1[C:26]2[C:21](=[C:22]([N:27]3[CH2:32][CH2:31][N:30]([CH2:16][CH2:15][CH2:14][CH2:13][O:12][C:8]4[N:9]=[C:10]5[C:5]([CH2:4][CH2:3][C:2](=[O:1])[NH:11]5)=[CH:6][CH:7]=4)[CH2:29][CH2:28]3)[CH:23]=[CH:24][CH:25]=2)[CH2:20][O:19]1. The yield is 0.260.